From a dataset of Full USPTO retrosynthesis dataset with 1.9M reactions from patents (1976-2016). Predict the reactants needed to synthesize the given product. Given the product [CH3:91][C:92]([N:94]1[CH2:99][CH2:98][N:97]([C:100]2[CH:101]=[CH:102][C:103]([O:106][CH2:107][C@H:108]3[O:112][C@@:111]([C:119]4[CH:120]=[CH:121][C:122]([Cl:126])=[CH:123][C:124]=4[Cl:125])([CH2:113][N:114]4[CH:118]=[N:117][CH:116]=[CH:115]4)[O:110][CH2:109]3)=[CH:104][CH:105]=2)[CH2:96][CH2:95]1)=[O:93].[CH:77]1[CH:78]=[CH:79][C:80]([C:81]([OH:83])=[O:82])=[C:75]([C:66]2[C:67]3[CH:68]=[CH:69][C:70]([OH:71])=[CH:72][C:73]=3[O:74][C:62]3[C:63]=2[CH:64]=[CH:65][C:60]([CH:61]=3)=[O:59])[CH:76]=1, predict the reactants needed to synthesize it. The reactants are: [Mg+2].[Cl-].[Cl-].C1C=[N+]([C@@H]2O[C@H](COP(OP(OC[C@H]3O[C@@H](N4C5N=CN=C(N)C=5N=C4)[C@H](OP(O)(O)=O)[C@@H]3O)(O)=O)(O)=O)[C@@H](O)[C@H]2O)C=C(C(N)=O)C=1.C1C=CC(C[O:59][C:60]2[CH:65]=[CH:64][C:63]3[C:66]([C:75]4[C:80]([C:81]([O:83]CC5C=CC=CC=5)=[O:82])=[CH:79][CH:78]=[CH:77][CH:76]=4)=[C:67]4[C:73]([O:74][C:62]=3[CH:61]=2)=[CH:72][C:70](=[O:71])[CH:69]=[CH:68]4)=CC=1.[CH3:91][C:92]([N:94]1[CH2:99][CH2:98][N:97]([C:100]2[CH:101]=[CH:102][C:103]([O:106][CH2:107][C@H:108]3[O:112][C@@:111]([C:119]4[CH:120]=[CH:121][C:122]([Cl:126])=[CH:123][C:124]=4[Cl:125])([CH2:113][N:114]4[CH:118]=[N:117][CH:116]=[CH:115]4)[O:110][CH2:109]3)=[CH:104][CH:105]=2)[CH2:96][CH2:95]1)=[O:93].